This data is from TCR-epitope binding with 47,182 pairs between 192 epitopes and 23,139 TCRs. The task is: Binary Classification. Given a T-cell receptor sequence (or CDR3 region) and an epitope sequence, predict whether binding occurs between them. (1) The TCR CDR3 sequence is CASSSTGTGRDEQYF. Result: 0 (the TCR does not bind to the epitope). The epitope is FPPTSFGPL. (2) The epitope is RLRAEAQVK. The TCR CDR3 sequence is CASSADRGSYEQYF. Result: 0 (the TCR does not bind to the epitope). (3) The epitope is GMFNMLSTVLGVS. The TCR CDR3 sequence is CASSVRQDNEQFF. Result: 1 (the TCR binds to the epitope). (4) The epitope is LPRRSGAAGA. The TCR CDR3 sequence is CASLPDRSSHEQYF. Result: 0 (the TCR does not bind to the epitope). (5) The epitope is TPRVTGGGAM. The TCR CDR3 sequence is CASSLLQGARTEAFF. Result: 1 (the TCR binds to the epitope). (6) Result: 1 (the TCR binds to the epitope). The TCR CDR3 sequence is CASSQDLPGSNQPQHF. The epitope is QARQMVQAMRTIGTHP. (7) The epitope is NYSGVVTTVMF. The TCR CDR3 sequence is CASSEAGGRGTDTQYF. Result: 0 (the TCR does not bind to the epitope). (8) The epitope is RLRAEAQVK. The TCR CDR3 sequence is CASSPNTGMETQYF. Result: 1 (the TCR binds to the epitope). (9) The epitope is KTSVDCTMYI. The TCR CDR3 sequence is CASTEGPSNQPQHF. Result: 1 (the TCR binds to the epitope). (10) The epitope is EILDITPCSF. The TCR CDR3 sequence is CASSDYRDGETQYF. Result: 0 (the TCR does not bind to the epitope).